From a dataset of Retrosynthesis with 50K atom-mapped reactions and 10 reaction types from USPTO. Predict the reactants needed to synthesize the given product. (1) Given the product CCc1cc2c(OCC(=O)OC)nc(SC)nc2n1Cc1ccccc1-c1ccccc1, predict the reactants needed to synthesize it. The reactants are: CCc1cc2c(Cl)nc(SC)nc2n1Cc1ccccc1-c1ccccc1.COC(=O)CO. (2) Given the product N#Cc1ccc(C(=O)Nc2c(Cl)cc(C(F)(C(F)(F)F)C(F)(F)C(F)(F)F)cc2Br)cc1[N+](=O)[O-], predict the reactants needed to synthesize it. The reactants are: N#Cc1ccc(C(=O)O)cc1[N+](=O)[O-].Nc1c(Cl)cc(C(F)(C(F)(F)F)C(F)(F)C(F)(F)F)cc1Br. (3) Given the product Cc1c(Nc2c(C#N)cncc2-c2ccc(OCCCl)cc2)cc(Cl)c2[nH]ccc12, predict the reactants needed to synthesize it. The reactants are: CC(C)OB(OC(C)C)c1ccc(OCCCl)cc1.Cc1c(Nc2c(I)cncc2C#N)cc(Cl)c2[nH]ccc12. (4) The reactants are: COc1cc2c(cc1OC)C(=O)C(Cc1ccncc1)C2. Given the product Cc1ccc(S(=O)(=O)O)cc1, predict the reactants needed to synthesize it. (5) Given the product CCCc1nc(C)c(C(=O)NC)n1Cc1ccc2oc(-c3ccccc3NS(=O)(=O)C(F)(F)F)c(Br)c2c1, predict the reactants needed to synthesize it. The reactants are: CCCc1nc(C)c(C(=O)O)n1Cc1ccc2oc(-c3ccccc3NS(=O)(=O)C(F)(F)F)c(Br)c2c1.CN. (6) Given the product CN1CCc2cc(Cl)c(OC(=O)N(C)C)cc2[C@H](c2ccccc2)C1, predict the reactants needed to synthesize it. The reactants are: CN(C)C(=O)Cl.CN1CCc2cc(Cl)c(O)cc2[C@H](c2ccccc2)C1. (7) Given the product O=c1cc(OCc2ccc(Cl)cn2)ccn1-c1ccc(N2CCC(NC3CCCC3)C2)nc1, predict the reactants needed to synthesize it. The reactants are: Brc1ccc(N2CCC(NC3CCCC3)C2)nc1.O=c1cc(OCc2ccc(Cl)cn2)cc[nH]1.